From a dataset of Full USPTO retrosynthesis dataset with 1.9M reactions from patents (1976-2016). Predict the reactants needed to synthesize the given product. (1) Given the product [NH3:18].[CH:2]1([N:18]([CH:13]2[CH2:14][CH2:15][CH2:16][CH2:17]2)[CH2:19][CH2:20][NH:21][C:22](=[O:28])[O:23][C:24]([CH3:27])([CH3:26])[CH3:25])[CH2:6][CH2:5][CH2:4][CH2:3]1, predict the reactants needed to synthesize it. The reactants are: I[CH:2]1[CH2:6][CH2:5][CH2:4][CH2:3]1.C(=O)([O-])[O-].[K+].[K+].[CH:13]1([NH:18][CH2:19][CH2:20][NH:21][C:22](=[O:28])[O:23][C:24]([CH3:27])([CH3:26])[CH3:25])[CH2:17][CH2:16][CH2:15][CH2:14]1. (2) Given the product [F:35][C:34]([F:37])([F:36])[C:32]([OH:38])=[O:33].[NH:8]1[CH2:9][CH:10]([O:12][C:13]2[CH:14]=[C:15]3[C:24](=[CH:25][C:26]=2[CH:27]2[CH2:28][CH2:29]2)[O:23][CH2:22][C:21]2[N:16]3[CH:17]([CH3:31])[C:18](=[O:30])[NH:19][N:20]=2)[CH2:11]1, predict the reactants needed to synthesize it. The reactants are: C(OC([N:8]1[CH2:11][CH:10]([O:12][C:13]2[CH:14]=[C:15]3[C:24](=[CH:25][C:26]=2[CH:27]2[CH2:29][CH2:28]2)[O:23][CH2:22][C:21]2[N:16]3[CH:17]([CH3:31])[C:18](=[O:30])[NH:19][N:20]=2)[CH2:9]1)=O)(C)(C)C.[C:32]([OH:38])([C:34]([F:37])([F:36])[F:35])=[O:33]. (3) The reactants are: [F:1][C:2]1[CH:3]=[C:4]2[C:8](=[CH:9][CH:10]=1)[NH:7][C:6](=[O:11])[C:5]2=[C:12]1[C:20]2[C:15](=[N:16][C:17]([CH:21]=[CH2:22])=[CH:18][CH:19]=2)[CH2:14][O:13]1.[NH:23]1[CH2:33][CH2:32][CH:26]([C:27]([O:29][CH2:30][CH3:31])=[O:28])[CH2:25][CH2:24]1. Given the product [CH2:30]([O:29][C:27]([CH:26]1[CH2:32][CH2:33][N:23]([CH2:22][CH2:21][C:17]2[N:16]=[C:15]3[CH2:14][O:13][C:12](=[C:5]4[C:4]5[C:8](=[CH:9][CH:10]=[C:2]([F:1])[CH:3]=5)[NH:7][C:6]4=[O:11])[C:20]3=[CH:19][CH:18]=2)[CH2:24][CH2:25]1)=[O:28])[CH3:31], predict the reactants needed to synthesize it. (4) Given the product [CH3:3][N:7]1[CH2:12][CH2:11][O:10][C@H:9]([CH2:13][N:14]2[C:22]3[C:17](=[CH:18][CH:19]=[CH:20][CH:21]=3)[C@@:16]3([C:34]4[C:25](=[CH:26][C:27]5[O:32][CH2:31][CH2:30][O:29][C:28]=5[CH:33]=4)[O:24][CH2:23]3)[C:15]2=[O:35])[CH2:8]1, predict the reactants needed to synthesize it. The reactants are: C=O.[CH3:3]C(C)=O.[NH:7]1[CH2:12][CH2:11][O:10][C@H:9]([CH2:13][N:14]2[C:22]3[C:17](=[CH:18][CH:19]=[CH:20][CH:21]=3)[C@@:16]3([C:34]4[C:25](=[CH:26][C:27]5[O:32][CH2:31][CH2:30][O:29][C:28]=5[CH:33]=4)[O:24][CH2:23]3)[C:15]2=[O:35])[CH2:8]1.N1CCC(CN2C3C(=CC=CC=3)C3(C4C(=CC5OCCOC=5C=4)OC3)C2=O)CC1.